This data is from Reaction yield outcomes from USPTO patents with 853,638 reactions. The task is: Predict the reaction yield, written as a fraction of the theoretical maximum amount of product (1.0 means a 100% yield; for example, 0.34 means a 34% yield). (1) The product is [Cl:1][C:2]1[CH:3]=[C:4]([C:8]2[N:13]=[C:12]3[CH2:14][CH2:15][CH2:16][C:11]3=[C:10]([CH2:17][C:18]3[CH:19]=[CH:20][C:21]([C:24]([CH3:28])([CH3:29])[C:25]([NH2:36])=[O:27])=[CH:22][CH:23]=3)[CH:9]=2)[CH:5]=[CH:6][CH:7]=1. The catalyst is ClCCl.CN(C=O)C. The yield is 0.790. The reactants are [Cl:1][C:2]1[CH:3]=[C:4]([C:8]2[N:13]=[C:12]3[CH2:14][CH2:15][CH2:16][C:11]3=[C:10]([CH2:17][C:18]3[CH:23]=[CH:22][C:21]([C:24]([CH3:29])([CH3:28])[C:25]([OH:27])=O)=[CH:20][CH:19]=3)[CH:9]=2)[CH:5]=[CH:6][CH:7]=1.C(Cl)(=O)C(Cl)=O.[NH3:36].CO. (2) The reactants are [Br:1][C:2]1[CH:7]=[CH:6][C:5]([S:8](Cl)(=[O:10])=[O:9])=[C:4]([C:12]([F:15])([F:14])[F:13])[CH:3]=1.[CH:16]1([NH2:20])[CH2:19][CH2:18][CH2:17]1. The catalyst is ClCCl. The product is [Br:1][C:2]1[CH:7]=[CH:6][C:5]([S:8]([NH:20][CH:16]2[CH2:19][CH2:18][CH2:17]2)(=[O:10])=[O:9])=[C:4]([C:12]([F:15])([F:14])[F:13])[CH:3]=1. The yield is 0.960. (3) The reactants are C1C(=O)N([O:8][C:9]([O:11][N:12]2[C:17](=[O:18])[CH2:16][CH2:15][C:13]2=[O:14])=[O:10])C(=O)C1.CCN(CC)CC.[CH3:26][CH2:27][O:28][C:29]([CH3:31])=O. The catalyst is CC#N. The product is [O:28]1[CH2:29][CH2:31][C@H:26]([O:8][C:9](=[O:10])[O:11][N:12]2[C:13](=[O:14])[CH2:15][CH2:16][C:17]2=[O:18])[CH2:27]1. The yield is 0.920. (4) The catalyst is C(Cl)Cl. The product is [F:32][C:33]([F:44])([F:43])[C:34]([N:22]1[CH2:21][CH:20]=[C:19]([C:12]2[C:13]3[C:18](=[CH:17][CH:16]=[CH:15][CH:14]=3)[N:10]([C:7]3[CH:8]=[CH:9][C:4]([N+:1]([O-:3])=[O:2])=[CH:5][CH:6]=3)[CH:11]=2)[CH2:24][CH2:23]1)=[O:35]. The reactants are [N+:1]([C:4]1[CH:9]=[CH:8][C:7]([N:10]2[C:18]3[C:13](=[CH:14][CH:15]=[CH:16][CH:17]=3)[C:12]([C:19]3[CH2:20][CH2:21][NH:22][CH2:23][CH:24]=3)=[CH:11]2)=[CH:6][CH:5]=1)([O-:3])=[O:2].C(N(CC)CC)C.[F:32][C:33]([F:44])([F:43])[C:34](O[C:34](=[O:35])[C:33]([F:44])([F:43])[F:32])=[O:35]. The yield is 1.00. (5) The reactants are Br[C:2]1[CH:3]=[C:4]([N:24]([CH2:31][CH3:32])[CH:25]2[CH2:30][CH2:29][O:28][CH2:27][CH2:26]2)[C:5]([CH3:23])=[C:6]([CH:22]=1)[C:7]([NH:9][CH2:10][C:11]1[C:12](=[O:21])[NH:13][C:14]([CH3:20])=[CH:15][C:16]=1[CH:17]([CH3:19])[CH3:18])=[O:8].CC1(C)C(C)(C)OB([C:41]2[CH:42]=[CH:43][C:44]([N:47]3[CH2:52][CH2:51][CH:50]([NH:53][C:54](=[O:60])[O:55][C:56]([CH3:59])([CH3:58])[CH3:57])[CH2:49][CH2:48]3)=[N:45][CH:46]=2)O1.C([O-])([O-])=O.[Na+].[Na+]. The catalyst is O1CCOCC1.C1C=CC([P]([Pd]([P](C2C=CC=CC=2)(C2C=CC=CC=2)C2C=CC=CC=2)([P](C2C=CC=CC=2)(C2C=CC=CC=2)C2C=CC=CC=2)[P](C2C=CC=CC=2)(C2C=CC=CC=2)C2C=CC=CC=2)(C2C=CC=CC=2)C2C=CC=CC=2)=CC=1. The product is [CH2:31]([N:24]([CH:25]1[CH2:30][CH2:29][O:28][CH2:27][CH2:26]1)[C:4]1[CH:3]=[C:2]([C:41]2[CH:42]=[CH:43][C:44]([N:47]3[CH2:52][CH2:51][CH:50]([NH:53][C:54](=[O:60])[O:55][C:56]([CH3:58])([CH3:57])[CH3:59])[CH2:49][CH2:48]3)=[N:45][CH:46]=2)[CH:22]=[C:6]([C:7](=[O:8])[NH:9][CH2:10][C:11]2[C:12](=[O:21])[NH:13][C:14]([CH3:20])=[CH:15][C:16]=2[CH:17]([CH3:19])[CH3:18])[C:5]=1[CH3:23])[CH3:32]. The yield is 0.630. (6) The reactants are [Cl:1][C:2]1[CH:3]=[C:4]([C:8]2[CH:9]=[C:10]([OH:21])[C:11]([C:14]([NH:16][CH2:17][C:18]([OH:20])=O)=[O:15])=[N:12][CH:13]=2)[CH:5]=[CH:6][CH:7]=1.[CH:22]([N:25](C(C)C)[CH2:26]C)(C)C.CN(C)CCCN=C=NCC.CNC. The catalyst is CN(C=O)C.C1COCC1.CCOC(C)=O.ON1C2C=CC=CC=2N=N1. The product is [Cl:1][C:2]1[CH:3]=[C:4]([C:8]2[CH:9]=[C:10]([OH:21])[C:11]([C:14]([NH:16][CH2:17][C:18]([N:25]([CH3:26])[CH3:22])=[O:20])=[O:15])=[N:12][CH:13]=2)[CH:5]=[CH:6][CH:7]=1. The yield is 0.430.